From a dataset of Catalyst prediction with 721,799 reactions and 888 catalyst types from USPTO. Predict which catalyst facilitates the given reaction. (1) The catalyst class is: 421. Product: [NH:8]1[CH2:9][CH:10]([N:12]2[CH2:17][CH2:16][O:15][CH2:14][C@H:13]2[CH2:18][OH:19])[CH2:11]1. Reactant: C1(C(C2C=CC=CC=2)[N:8]2[CH2:11][CH:10]([N:12]3[CH2:17][CH2:16][O:15][CH2:14][C@H:13]3[CH2:18][OH:19])[CH2:9]2)C=CC=CC=1.C(O)(=O)C. (2) Reactant: [CH:1](=O)[CH3:2].Cl.[CH2:5]([O:12][NH2:13])[C:6]1[CH:11]=[CH:10][CH:9]=[CH:8][CH:7]=1. Product: [CH2:5]([O:12][NH:13][CH:1]=[CH2:2])[C:6]1[CH:11]=[CH:10][CH:9]=[CH:8][CH:7]=1. The catalyst class is: 72.